Task: Binary Classification. Given a miRNA mature sequence and a target amino acid sequence, predict their likelihood of interaction.. Dataset: Experimentally validated miRNA-target interactions with 360,000+ pairs, plus equal number of negative samples (1) The miRNA is mmu-miR-706 with sequence AGAGAAACCCUGUCUCAAAAAA. Result: 1 (interaction). The protein sequence of the target gene is MGAPPPAPRSRLCGAWGPFPRVFAAGAVAADSPGFVEDREQRSGVSDPGSLESGWDRLRQLFAKDEQQRFSKEIDYIYRAAVSAGIIGWAYGGIPAFIYAKKRYIEQSQAEIYHNRFDAVQSAHRAATRGFIRYGWRWSWRTAVFVTIFNTVNTGLTVYRNKDAMSHFAIAGAVTGGLFRINLGVRGLVAGSIIGALLGAPMGSLLMALEKYSGETVQERRQKEWKALHEQRLEEWRSSLQVTELLPMEIESGLEKIQPEGDAQRIEELLSLPRNPSSPHQQSKH. (2) The miRNA is hsa-miR-6873-5p with sequence CAGAGGGAAUACAGAGGGCAAU. The protein sequence of the target gene is MRPKRLGRCCAGSRLGPGDPAALTCAPSPSASPAPEPSAQPQARGTGQRVGSRATSGSQFLSEARTGARPASEAGAKAGARRPSAFSAIQGDVRSMPDNSDAPWTRFVFQGPFGSRATGRGTGKAAGIWKTPAAYVGRRPGVSGPERAAFIRELEEALCPNLPPPVKKITQEDVKVMLYLLEELLPPVWESVTYGMVLQRERDLNTAARIGQSLVKQNSVLMEENSKLEALLGSAKEEILYLRHQVNLRDELLQLYSDSDEEDEDEEEEEEEKEAEEEQEEEEAEEDLQCAHPCDAPKLI.... Result: 1 (interaction).